From a dataset of Full USPTO retrosynthesis dataset with 1.9M reactions from patents (1976-2016). Predict the reactants needed to synthesize the given product. Given the product [CH3:1][C:2]1[CH:3]=[CH:4][C:5]([C:21]([NH:23][C:24]2[CH:25]=[C:26]([C:36]([F:38])([F:39])[F:37])[CH:27]=[C:28]([N:30]3[CH:34]=[N:33][C:32]([CH3:35])=[CH:31]3)[CH:29]=2)=[O:22])=[CH:6][C:7]=1[NH:8][C:9]1[N:10]=[CH:11][CH:12]=[C:13]([C:15]2[CH:16]=[CH:17][CH:18]=[N:19][CH:20]=2)[N:14]=1.[Cl:40][C:41]1[CH:51]=[CH:50][CH:49]=[CH:48][C:42]=1[CH:43]([OH:47])[C:44]([O-:46])=[O:45], predict the reactants needed to synthesize it. The reactants are: [CH3:1][C:2]1[CH:3]=[CH:4][C:5]([C:21]([NH:23][C:24]2[CH:25]=[C:26]([C:36]([F:39])([F:38])[F:37])[CH:27]=[C:28]([N:30]3[CH:34]=[N:33][C:32]([CH3:35])=[CH:31]3)[CH:29]=2)=[O:22])=[CH:6][C:7]=1[NH:8][C:9]1[N:10]=[CH:11][CH:12]=[C:13]([C:15]2[CH:16]=[CH:17][CH:18]=[N:19][CH:20]=2)[N:14]=1.[Cl:40][C:41]1[CH:51]=[CH:50][CH:49]=[CH:48][C:42]=1[CH:43]([OH:47])[C:44]([OH:46])=[O:45].